From a dataset of Catalyst prediction with 721,799 reactions and 888 catalyst types from USPTO. Predict which catalyst facilitates the given reaction. The catalyst class is: 5. Product: [CH3:1][NH:20][C:18]1[CH:17]=[CH:16][CH:15]=[C:14]([O:13][CH:10]2[CH2:9][CH2:8][N:7]([CH3:6])[CH2:12][CH2:11]2)[N:19]=1. Reactant: [CH3:1][O-].[Na+].C=O.[CH3:6][N:7]1[CH2:12][CH2:11][CH:10]([O:13][C:14]2[N:19]=[C:18]([NH2:20])[CH:17]=[CH:16][CH:15]=2)[CH2:9][CH2:8]1.[BH4-].[Na+].[OH-].[K+].